Dataset: Full USPTO retrosynthesis dataset with 1.9M reactions from patents (1976-2016). Task: Predict the reactants needed to synthesize the given product. (1) Given the product [CH3:1][O:2][C:3](=[O:28])[C@:4]([N:15]1[C:20](=[O:21])[N:19]2[CH:22]=[N:23][C:24]([C:25](=[O:27])[NH2:26])=[C:18]2[N:17]=[N:16]1)([CH3:14])[CH2:5][OH:6], predict the reactants needed to synthesize it. The reactants are: [CH3:1][O:2][C:3](=[O:28])[C@:4]([N:15]1[C:20](=[O:21])[N:19]2[CH:22]=[N:23][C:24]([C:25](=[O:27])[NH2:26])=[C:18]2[N:17]=[N:16]1)([CH3:14])[CH2:5][O:6][Si](C(C)(C)C)(C)C. (2) Given the product [Cl:1][C:2]1[CH:7]=[C:6]([O:8][CH3:20])[CH:5]=[CH:4][C:3]=1[NH:9][C:10](=[O:19])[C:11]1[CH:16]=[CH:15][C:14]([O:17][CH3:18])=[CH:13][CH:12]=1, predict the reactants needed to synthesize it. The reactants are: [Cl:1][C:2]1[CH:7]=[C:6]([OH:8])[CH:5]=[CH:4][C:3]=1[NH:9][C:10](=[O:19])[C:11]1[CH:16]=[CH:15][C:14]([O:17][CH3:18])=[CH:13][CH:12]=1.[C:20](=O)([O-])[O-].[K+].[K+].CI.Cl. (3) Given the product [N+:1]([C:4]1[CH:5]=[C:6]2[CH2:15][CH2:14][CH2:13][C:8]3=[N:9][N:10]([CH2:20][CH:21]([OH:23])[CH3:22])[C:11]([CH:12]=1)=[C:7]23)([O-:3])=[O:2], predict the reactants needed to synthesize it. The reactants are: [N+:1]([C:4]1[CH:5]=[C:6]2[CH2:15][CH2:14][CH2:13][C:8]3=[N:9][NH:10][C:11]([CH:12]=1)=[C:7]23)([O-:3])=[O:2].[O-]CC.[Na+].[CH2:20]1[O:23][CH:21]1[CH3:22].[Cl-].[NH4+].